This data is from Peptide-MHC class I binding affinity with 185,985 pairs from IEDB/IMGT. The task is: Regression. Given a peptide amino acid sequence and an MHC pseudo amino acid sequence, predict their binding affinity value. This is MHC class I binding data. (1) The peptide sequence is REIGSLLHGL. The MHC is HLA-B18:01 with pseudo-sequence HLA-B18:01. The binding affinity (normalized) is 0.0457. (2) The peptide sequence is NVDQQNDMY. The MHC is HLA-A29:02 with pseudo-sequence HLA-A29:02. The binding affinity (normalized) is 0.149. (3) The peptide sequence is IFLIITKVF. The MHC is HLA-B35:01 with pseudo-sequence HLA-B35:01. The binding affinity (normalized) is 0.0847. (4) The peptide sequence is VQGYERIMY. The MHC is HLA-A69:01 with pseudo-sequence HLA-A69:01. The binding affinity (normalized) is 0.0847. (5) The peptide sequence is MLYILGLFK. The MHC is HLA-A11:01 with pseudo-sequence HLA-A11:01. The binding affinity (normalized) is 0.729. (6) The peptide sequence is FEKQLGQVM. The MHC is HLA-B40:01 with pseudo-sequence HLA-B40:01. The binding affinity (normalized) is 0.421.